Dataset: Forward reaction prediction with 1.9M reactions from USPTO patents (1976-2016). Task: Predict the product of the given reaction. (1) Given the reactants C(=O)([O-])[O-].[K+].[K+].[NH:7]1[CH:11]=[CH:10][CH:9]=[C:8]1[C:12]#[N:13].Br[CH2:15][C:16]([C:18]1[CH:23]=[CH:22][C:21]([Br:24])=[CH:20][CH:19]=1)=[O:17], predict the reaction product. The product is: [Br:24][C:21]1[CH:22]=[CH:23][C:18]([C:16](=[O:17])[CH2:15][N:7]2[CH:11]=[CH:10][CH:9]=[C:8]2[C:12]#[N:13])=[CH:19][CH:20]=1. (2) Given the reactants [C:1]([C:3]1[CH:8]=[CH:7][CH:6]=[CH:5][C:4]=1[C:9]#[N:10])#[N:2].[NH2:11][C:12]1[C:21]2[C:16](=[CH:17][CH:18]=[CH:19][CH:20]=2)[CH:15]=[CH:14][N:13]=1.[Cl-].[Cl-].[Ca+2], predict the reaction product. The product is: [C:12]1([N:2]=[C:1]2[C:3]3[C:4](=[CH:5][CH:6]=[CH:7][CH:8]=3)[C:9](=[N:11][C:12]3[C:21]4[C:16](=[CH:17][CH:18]=[CH:19][CH:20]=4)[CH:15]=[CH:14][N:13]=3)[NH:10]2)[C:21]2[C:16](=[CH:17][CH:18]=[CH:19][CH:20]=2)[CH:15]=[CH:14][N:13]=1. (3) Given the reactants [CH3:1][C:2]1[CH:15]=[C:14]([N+:16]([O-:18])=[O:17])[CH:13]=[CH:12][C:3]=1[O:4][C:5]1[CH:6]=[C:7]([OH:11])[CH:8]=[CH:9][CH:10]=1.I[CH2:20][CH2:21][CH:22]([CH3:24])[CH3:23].C(=O)([O-])[O-].[K+].[K+], predict the reaction product. The product is: [CH3:1][C:2]1[CH:15]=[C:14]([N+:16]([O-:18])=[O:17])[CH:13]=[CH:12][C:3]=1[O:4][C:5]1[CH:10]=[CH:9][CH:8]=[C:7]([O:11][CH2:20][CH2:21][CH:22]([CH3:24])[CH3:23])[CH:6]=1. (4) Given the reactants [CH:1]12[O:6][CH:5]1[CH2:4][CH2:3][CH2:2]2.[Br:7][C:8]1[CH:13]=[CH:12][C:11]([OH:14])=[CH:10][CH:9]=1.C(=O)([O-])[O-].[Cs+].[Cs+], predict the reaction product. The product is: [Br:7][C:8]1[CH:13]=[CH:12][C:11]([O:14][C@@H:4]2[CH2:3][CH2:2][CH2:1][C@H:5]2[OH:6])=[CH:10][CH:9]=1. (5) Given the reactants Cl[C:2]1[N:10]=[CH:9][C:8]([Cl:11])=[CH:7][C:3]=1[C:4]([OH:6])=[O:5].Cl.[F:13][C:14]([F:19])([F:18])[CH2:15][CH2:16][NH2:17].C(=O)([O-])[O-].[K+].[K+].CN(C=O)C, predict the reaction product. The product is: [Cl:11][C:8]1[CH:9]=[N:10][C:2]([NH:17][CH2:16][CH2:15][C:14]([F:19])([F:18])[F:13])=[C:3]([CH:7]=1)[C:4]([OH:6])=[O:5].